Dataset: Catalyst prediction with 721,799 reactions and 888 catalyst types from USPTO. Task: Predict which catalyst facilitates the given reaction. Reactant: Br[C:2]1[C:7](=[O:8])[N:6]([CH2:9][C:10]2[CH:15]=[CH:14][C:13]([C:16]3[C:17]([C:22]#[N:23])=[CH:18][CH:19]=[CH:20][CH:21]=3)=[CH:12][CH:11]=2)[C:5]([CH2:24][CH2:25][CH3:26])=[N:4][C:3]=1[CH2:27][CH3:28].[O:29]1[C:33]2[CH:34]=[CH:35][C:36](B(O)O)=[CH:37][C:32]=2[CH2:31][CH2:30]1.C(=O)([O-])[O-].[Cs+].[Cs+]. Product: [O:29]1[C:33]2[CH:34]=[CH:35][C:36]([C:2]3[C:7](=[O:8])[N:6]([CH2:9][C:10]4[CH:15]=[CH:14][C:13]([C:16]5[C:17]([C:22]#[N:23])=[CH:18][CH:19]=[CH:20][CH:21]=5)=[CH:12][CH:11]=4)[C:5]([CH2:24][CH2:25][CH3:26])=[N:4][C:3]=3[CH2:27][CH3:28])=[CH:37][C:32]=2[CH2:31][CH2:30]1. The catalyst class is: 439.